The task is: Predict the reactants needed to synthesize the given product.. This data is from Full USPTO retrosynthesis dataset with 1.9M reactions from patents (1976-2016). (1) Given the product [NH:8]1[CH2:14][CH2:13][CH2:12][CH:11]([O:15][CH2:16][C:17]2[C:18]([C:25]3[C:26]([Cl:32])=[CH:27][CH:28]=[CH:29][C:30]=3[Cl:31])=[N:19][O:20][C:21]=2[CH:22]2[CH2:23][CH2:24]2)[CH2:10][CH2:9]1, predict the reactants needed to synthesize it. The reactants are: C(OC([N:8]1[CH2:14][CH2:13][CH2:12][CH:11]([O:15][CH2:16][C:17]2[C:18]([C:25]3[C:30]([Cl:31])=[CH:29][CH:28]=[CH:27][C:26]=3[Cl:32])=[N:19][O:20][C:21]=2[CH:22]2[CH2:24][CH2:23]2)[CH2:10][CH2:9]1)=O)(C)(C)C.FC(F)(F)C(O)=O. (2) Given the product [Br:1][C:2]1[CH:3]=[C:4]([C:14]([OH:16])=[O:15])[C:5]2[CH:6]=[CH:7][N:8]([CH:11]3[CH2:13][CH2:12]3)[C:9]=2[CH:10]=1, predict the reactants needed to synthesize it. The reactants are: [Br:1][C:2]1[CH:3]=[C:4]([C:14]([O:16]C)=[O:15])[C:5]2[CH:6]=[CH:7][N:8]([CH:11]3[CH2:13][CH2:12]3)[C:9]=2[CH:10]=1.[OH-].[Na+]. (3) Given the product [CH3:31][N:28]1[CH2:27][CH2:26][N:25]([C:24]2[C:18]3[N:17]=[C:16]([CH2:15][N:4]([CH2:2][CH2:3][CH3:32])[C@@H:5]4[C:14]5[N:13]=[CH:12][CH:11]=[CH:10][C:9]=5[CH2:8][CH2:7][CH2:6]4)[NH:20][C:19]=3[CH:21]=[CH:22][CH:23]=2)[CH2:30][CH2:29]1, predict the reactants needed to synthesize it. The reactants are: C[CH:2]([N:4]([CH2:15][C:16]1[NH:20][C:19]2[CH:21]=[CH:22][CH:23]=[C:24]([N:25]3[CH2:30][CH2:29][N:28]([CH3:31])[CH2:27][CH2:26]3)[C:18]=2[N:17]=1)[C@@H:5]1[C:14]2[N:13]=[CH:12][CH:11]=[CH:10][C:9]=2[CH2:8][CH2:7][CH2:6]1)[CH3:3].[CH2:32](N[C@@H]1C2N=CC=CC=2CCC1)CC.CN1CCN(C2C3N=C(C=O)NC=3C=CC=2)CC1. (4) Given the product [C:1]([O:4][CH2:5][C:6]([N:19]1[CH2:18][CH2:17][N:16]([C:14]2[CH:15]=[C:10]([Br:9])[CH:11]=[C:12]([C:24]([CH3:25])([CH3:27])[CH3:26])[C:13]=2[O:22][CH3:23])[CH2:21][CH2:20]1)=[O:7])(=[O:3])[CH3:2], predict the reactants needed to synthesize it. The reactants are: [C:1]([O:4][CH2:5][C:6](Cl)=[O:7])(=[O:3])[CH3:2].[Br:9][C:10]1[CH:11]=[C:12]([C:24]([CH3:27])([CH3:26])[CH3:25])[C:13]([O:22][CH3:23])=[C:14]([N:16]2[CH2:21][CH2:20][NH:19][CH2:18][CH2:17]2)[CH:15]=1.C(N(CC)CC)C. (5) Given the product [N:14]1[CH:15]=[CH:16][CH:17]=[CH:18][C:13]=1[NH:12][C:2]1[CH:3]=[C:4]([CH:9]=[CH:10][N:11]=1)[C:5]([O:7][CH3:8])=[O:6], predict the reactants needed to synthesize it. The reactants are: Cl[C:2]1[CH:3]=[C:4]([CH:9]=[CH:10][N:11]=1)[C:5]([O:7][CH3:8])=[O:6].[NH2:12][C:13]1[CH:18]=[CH:17][CH:16]=[CH:15][N:14]=1.P([O-])([O-])([O-])=O.[K+].[K+].[K+]. (6) Given the product [CH3:29][CH:28]([S:25]([NH:24][CH:20]1[CH2:21][CH2:22][CH:23]=[C:19]1[C:16]1[CH:15]=[CH:14][C:13]([C:9]2[CH:10]=[CH:11][CH:12]=[C:7]([NH:6][S:2]([CH3:1])(=[O:4])=[O:3])[CH:8]=2)=[CH:18][CH:17]=1)(=[O:27])=[O:26])[CH3:30], predict the reactants needed to synthesize it. The reactants are: [CH3:1][S:2](Cl)(=[O:4])=[O:3].[NH2:6][C:7]1[CH:8]=[C:9]([C:13]2[CH:18]=[CH:17][C:16]([C:19]3[CH:20]([NH:24][S:25]([CH:28]([CH3:30])[CH3:29])(=[O:27])=[O:26])[CH2:21][CH2:22][CH:23]=3)=[CH:15][CH:14]=2)[CH:10]=[CH:11][CH:12]=1.C1CCN2C(=NCCC2)CC1. (7) Given the product [Cl:14][C:12]1[CH:11]=[CH:10][N:9]=[C:8]([NH:22][C:20]2[CH:19]=[CH:18][N:17]=[C:16]([CH3:15])[N:21]=2)[CH:13]=1, predict the reactants needed to synthesize it. The reactants are: CC([O-])(C)C.[K+].Br[C:8]1[CH:13]=[C:12]([Cl:14])[CH:11]=[CH:10][N:9]=1.[CH3:15][C:16]1[N:21]=[C:20]([NH2:22])[CH:19]=[CH:18][N:17]=1. (8) Given the product [Si:1]([O:8][C@H:9]1[CH2:14][N:13]([C:15]([O:17][C:18]([CH3:21])([CH3:20])[CH3:19])=[O:16])[C@@H:12]([CH2:22][CH2:23][OH:36])[CH2:11][CH2:10]1)([C:4]([CH3:7])([CH3:6])[CH3:5])([CH3:2])[CH3:3], predict the reactants needed to synthesize it. The reactants are: [Si:1]([O:8][C@H:9]1[CH2:14][N:13]([C:15]([O:17][C:18]([CH3:21])([CH3:20])[CH3:19])=[O:16])[C@@H:12]([CH:22]=[CH2:23])[CH2:11][CH2:10]1)([C:4]([CH3:7])([CH3:6])[CH3:5])([CH3:3])[CH3:2].B1C2CCCC1CCC2.C1C[O:36]CC1. (9) Given the product [ClH:1].[CH2:6]([N:13]1[CH2:5][CH2:2][O:16][CH:15]([C:18]([OH:20])=[O:26])[CH2:14]1)[C:7]1[CH:12]=[CH:11][CH:10]=[CH:9][CH:8]=1, predict the reactants needed to synthesize it. The reactants are: [Cl:1][C:2](=[CH2:5])C#N.[CH2:6]([NH:13][CH2:14][CH2:15][OH:16])[C:7]1[CH:12]=[CH:11][CH:10]=[CH:9][CH:8]=1.C[C:18](C)([O-:20])C.[K+].C1C[O:26]CC1. (10) Given the product [CH3:7][O:8][C:9]1[CH:10]=[C:11]([N:18]2[CH2:23][CH2:22][C:21](=[O:24])[CH2:20][CH2:19]2)[CH:12]=[CH:13][C:14]=1[N+:15]([O-:17])=[O:16], predict the reactants needed to synthesize it. The reactants are: C(Cl)(=O)C(Cl)=O.[CH3:7][O:8][C:9]1[CH:10]=[C:11]([N:18]2[CH2:23][CH2:22][CH:21]([OH:24])[CH2:20][CH2:19]2)[CH:12]=[CH:13][C:14]=1[N+:15]([O-:17])=[O:16].